The task is: Predict the reactants needed to synthesize the given product.. This data is from Full USPTO retrosynthesis dataset with 1.9M reactions from patents (1976-2016). (1) Given the product [OH:11][CH:12]([C:19]1[CH:24]=[CH:23][CH:22]=[CH:21][CH:20]=1)[CH:13]1[CH2:14][CH2:15][N:16]([C:2]2[N:3]=[CH:4][C:5]([NH2:8])=[CH:6][CH:7]=2)[CH2:17][CH2:18]1, predict the reactants needed to synthesize it. The reactants are: Cl[C:2]1[CH:7]=[CH:6][C:5]([N+:8]([O-])=O)=[CH:4][N:3]=1.[OH:11][CH:12]([C:19]1[CH:24]=[CH:23][CH:22]=[CH:21][CH:20]=1)[CH:13]1[CH2:18][CH2:17][NH:16][CH2:15][CH2:14]1. (2) Given the product [O:1]=[C:2]([C:13]1[CH:18]=[CH:17][CH:16]=[C:15]([NH:19][C:20](=[O:28])[CH:21]([CH2:25][CH2:26][CH3:27])[CH2:22][CH2:23][CH3:24])[CH:14]=1)[CH2:3][CH2:4][NH:5][C:6](=[O:12])[O:7][C:8]([CH3:10])([CH3:11])[CH3:9], predict the reactants needed to synthesize it. The reactants are: [OH:1][CH:2]([C:13]1[CH:18]=[CH:17][CH:16]=[C:15]([NH:19][C:20](=[O:28])[CH:21]([CH2:25][CH2:26][CH3:27])[CH2:22][CH2:23][CH3:24])[CH:14]=1)[CH2:3][CH2:4][NH:5][C:6](=[O:12])[O:7][C:8]([CH3:11])([CH3:10])[CH3:9].C1C=C[NH+]=CC=1.[O-][Cr](Cl)(=O)=O. (3) Given the product [CH:1]1([S:4]([C:5]2[CH:10]=[CH:9][CH:8]=[CH:7][C:6]=2[CH:11]2[CH:15]([C:16]([O:18][CH2:19][CH3:20])=[O:17])[CH2:14][CH2:13][N:12]2[C:21]([O:23][C:24]([CH3:26])([CH3:25])[CH3:27])=[O:22])(=[O:28])=[O:34])[CH2:2][CH2:3]1, predict the reactants needed to synthesize it. The reactants are: [CH:1]1([S:4][C:5]2[CH:10]=[CH:9][CH:8]=[CH:7][C:6]=2[CH:11]2[CH:15]([C:16]([O:18][CH2:19][CH3:20])=[O:17])[CH2:14][CH2:13][N:12]2[C:21]([O:23][C:24]([CH3:27])([CH3:26])[CH3:25])=[O:22])[CH2:3][CH2:2]1.[OH:28]OS([O-])=O.[K+].[OH2:34].